Dataset: Peptide-MHC class I binding affinity with 185,985 pairs from IEDB/IMGT. Task: Regression. Given a peptide amino acid sequence and an MHC pseudo amino acid sequence, predict their binding affinity value. This is MHC class I binding data. (1) The peptide sequence is RRQGNIYPK. The MHC is HLA-A33:01 with pseudo-sequence HLA-A33:01. The binding affinity (normalized) is 0. (2) The peptide sequence is MTYKAAVL. The MHC is HLA-A30:02 with pseudo-sequence HLA-A30:02. The binding affinity (normalized) is 0.0807.